From a dataset of Catalyst prediction with 721,799 reactions and 888 catalyst types from USPTO. Predict which catalyst facilitates the given reaction. (1) The catalyst class is: 5. Product: [Br:1][C:2]1[C:3]([CH2:4][OH:5])=[CH:6][C:7]([OH:11])=[C:8]([F:10])[CH:9]=1. Reactant: [Br:1][C:2]1[CH:9]=[C:8]([F:10])[C:7]([OH:11])=[CH:6][C:3]=1[CH:4]=[O:5].[BH4-].[Na+]. (2) Reactant: FC(F)(F)C(O)=O.[NH:8]1[C:12]2[CH:13]=[CH:14][CH:15]=[CH:16][C:11]=2[N:10]=[C:9]1[CH2:17][N:18]([CH2:29][C:30]1[CH:35]=[CH:34][C:33](N)=[CH:32][CH:31]=1)[CH:19]1[C:28]2[N:27]=[CH:26][CH:25]=[CH:24][C:23]=2[CH2:22][CH2:21][CH2:20]1.[N:37]1C=CC=CC=1S(Cl)(=O)=O.[CH3:47][N:48]([CH:50]=O)[CH3:49]. Product: [NH:10]1[C:11]2[CH:16]=[CH:15][CH:14]=[CH:13][C:12]=2[N:8]=[C:9]1[CH2:17][N:18]([CH2:29][C:30]1[CH:35]=[CH:34][CH:33]=[CH:32][C:31]=1[N:37]=[CH:50][N:48]([CH3:49])[CH3:47])[CH:19]1[C:28]2[N:27]=[CH:26][CH:25]=[CH:24][C:23]=2[CH2:22][CH2:21][CH2:20]1. The catalyst class is: 2.